Task: Binary Classification. Given a drug SMILES string, predict its activity (active/inactive) in a high-throughput screening assay against a specified biological target.. Dataset: Kir2.1 potassium channel HTS with 301,493 compounds (1) The compound is S=C(N(CC)CC)Nc1ccc(OC)cc1. The result is 0 (inactive). (2) The molecule is O=C(NNC(=O)c1ccncc1)C12CC3CC(C1)CC(C2)C3. The result is 0 (inactive). (3) The molecule is Clc1c2c(sc1C(=O)NNC(=S)NC1CCCCC1)cccc2. The result is 0 (inactive). (4) The compound is O(c1nc(N2CCC(CC2)C)nc(NCc2occc2)n1)C. The result is 0 (inactive). (5) The compound is O(CCCCN1CCNCC1)c1c(cc(cc1C)C)C. The result is 0 (inactive).